Dataset: Forward reaction prediction with 1.9M reactions from USPTO patents (1976-2016). Task: Predict the product of the given reaction. (1) Given the reactants [Cl:1][C:2]1[CH:26]=[CH:25][C:5]([C:6]([NH:8][C:9]2[N:10]([CH2:22][CH2:23][CH3:24])[C:11](=[O:21])[N:12]([CH:18]3[CH2:20][CH2:19]3)[C:13](=[O:17])[C:14]=2[N:15]=O)=O)=[CH:4][N:3]=1.[O-]S(S([O-])=O)=O.[Na+].[Na+], predict the reaction product. The product is: [Cl:1][C:2]1[N:3]=[CH:4][C:5]([C:6]2[NH:15][C:14]3[C:13](=[O:17])[N:12]([CH:18]4[CH2:20][CH2:19]4)[C:11](=[O:21])[N:10]([CH2:22][CH2:23][CH3:24])[C:9]=3[N:8]=2)=[CH:25][CH:26]=1. (2) The product is: [O:1]1[C:6]2[CH:7]=[CH:8][CH:9]=[CH:10][C:5]=2[O:4][CH2:3][C@@H:2]1[CH2:11][N:13]1[CH2:18][CH2:17][CH2:16][C@H:15]([C:19]2[CH:24]=[CH:23][CH:22]=[C:21]([F:25])[CH:20]=2)[CH2:14]1. Given the reactants [O:1]1[C:6]2[CH:7]=[CH:8][CH:9]=[CH:10][C:5]=2[O:4][CH2:3][C@@H:2]1[C:11]([N:13]1[CH2:18][CH2:17][CH2:16][C@H:15]([C:19]2[CH:24]=[CH:23][CH:22]=[C:21]([F:25])[CH:20]=2)[CH2:14]1)=O, predict the reaction product. (3) Given the reactants [CH2:1]([N:8]1[C:15](=[O:16])[C@H:14]2[N:10]([C@H:11]([C:17]3[CH:22]=[CH:21][CH:20]=[CH:19][CH:18]=3)[S:12][CH2:13]2)[C:9]1=[O:23])[C:2]1[CH:7]=[CH:6][CH:5]=[CH:4][CH:3]=1.[Na].[BH4-].[BH4-].[Na+], predict the reaction product. The product is: [CH2:1]([N:8]1[CH:15]([OH:16])[C@H:14]2[N:10]([C@H:11]([C:17]3[CH:22]=[CH:21][CH:20]=[CH:19][CH:18]=3)[S:12][CH2:13]2)[C:9]1=[O:23])[C:2]1[CH:7]=[CH:6][CH:5]=[CH:4][CH:3]=1. (4) Given the reactants [OH:1][C:2]1([C:15]([OH:17])=O)[CH2:7][CH2:6][CH2:5][N:4]([C:8]2[CH:13]=[CH:12][CH:11]=[CH:10][CH:9]=2)[C:3]1=[O:14].[Cl:18][C:19]1[CH:20]=[C:21]([CH:24]=[C:25]([F:27])[CH:26]=1)[CH2:22][NH2:23].C(N(CC)CC)C, predict the reaction product. The product is: [Cl:18][C:19]1[CH:20]=[C:21]([CH:24]=[C:25]([F:27])[CH:26]=1)[CH2:22][NH:23][C:15]([C:2]1([OH:1])[CH2:7][CH2:6][CH2:5][N:4]([C:8]2[CH:9]=[CH:10][CH:11]=[CH:12][CH:13]=2)[C:3]1=[O:14])=[O:17]. (5) Given the reactants [CH3:1][N:2]1[CH:7]=[CH:6][C:5]([C:8]2[CH2:9][CH2:10][N:11](C(OC(C)(C)C)=O)[CH2:12][CH:13]=2)=[CH:4][C:3]1=[O:21].[ClH:22].O1CCOCC1, predict the reaction product. The product is: [ClH:22].[CH3:1][N:2]1[CH:7]=[CH:6][C:5]([C:8]2[CH2:9][CH2:10][NH:11][CH2:12][CH:13]=2)=[CH:4][C:3]1=[O:21].[ClH:22]. (6) Given the reactants O=[C:2]([CH2:6][CH3:7])[CH:3]=[N:4]O.[CH3:8][C:9]1([CH3:17])[CH2:14][C:13](=[O:15])[CH2:12][C:11](=O)[CH2:10]1, predict the reaction product. The product is: [CH2:6]([C:2]1[C:12]2[C:13](=[O:15])[CH2:14][C:9]([CH3:17])([CH3:8])[CH2:10][C:11]=2[NH:4][CH:3]=1)[CH3:7]. (7) Given the reactants [N+:1]([C:4]1[CH:5]=[C:6]([CH:8]=[CH:9][CH:10]=1)[NH2:7])([O-:3])=[O:2].[O:11](C(OC(C)(C)C)=O)[C:12]([O:14][C:15]([CH3:18])([CH3:17])[CH3:16])=O.CCCCCC.C(OCC)(=O)C.O, predict the reaction product. The product is: [C:15]([O:14][C:12](=[O:11])[NH:7][C:6]1[CH:8]=[CH:9][CH:10]=[C:4]([N+:1]([O-:3])=[O:2])[CH:5]=1)([CH3:18])([CH3:17])[CH3:16]. (8) Given the reactants [C:1]([O:5][C:6]([NH:8][C@H:9]([CH2:13][C:14]1[CH:19]=[CH:18][C:17]([C:20]2[CH:25]=[CH:24][N:23]=[CH:22][CH:21]=2)=[CH:16][CH:15]=1)[C:10]([OH:12])=O)=[O:7])([CH3:4])([CH3:3])[CH3:2].C1C=C2[N:32]=NN(O)C2=CC=1.O.C(Cl)CCl.[NH4+].[OH-], predict the reaction product. The product is: [NH2:32][C:10](=[O:12])[C@H:9]([NH:8][C:6](=[O:7])[O:5][C:1]([CH3:3])([CH3:2])[CH3:4])[CH2:13][C:14]1[CH:19]=[CH:18][C:17]([C:20]2[CH:25]=[CH:24][N:23]=[CH:22][CH:21]=2)=[CH:16][CH:15]=1. (9) Given the reactants [C:1]([O:4][CH2:5][C:6]1[N:7]([CH2:28][C:29]([OH:32])([CH3:31])[CH3:30])[C:8]2[C:17]3[CH:16]=[CH:15][C:14]([O:18][CH2:19][C:20]4[CH:25]=[CH:24][CH:23]=[CH:22][CH:21]=4)=[CH:13][C:12]=3[N+:11]([O-])=[CH:10][C:9]=2[N:27]=1)(=[O:3])[CH3:2].[OH-].[NH4+:34].C1(C)C=CC(S(Cl)(=O)=O)=CC=1, predict the reaction product. The product is: [C:1]([O:4][CH2:5][C:6]1[N:7]([CH2:28][C:29]([OH:32])([CH3:31])[CH3:30])[C:8]2[C:17]3[CH:16]=[CH:15][C:14]([O:18][CH2:19][C:20]4[CH:25]=[CH:24][CH:23]=[CH:22][CH:21]=4)=[CH:13][C:12]=3[N:11]=[C:10]([NH2:34])[C:9]=2[N:27]=1)(=[O:3])[CH3:2]. (10) The product is: [C:1]([O:6][CH2:7][CH2:28][CH2:27][CH2:26][CH2:25][CH2:24][CH2:23][CH2:22][CH2:21][CH2:20][CH2:19][CH2:18][CH2:17][CH2:16][CH2:15][CH2:14][CH2:13][CH2:12][CH2:11][CH2:10][CH2:9][CH3:8])(=[O:5])[CH:2]([CH3:4])[OH:3]. Given the reactants [C:1]([O:6][CH3:7])(=[O:5])[CH:2]([CH3:4])[OH:3].[CH2:8](O)[CH2:9][CH2:10][CH2:11][CH2:12][CH2:13][CH2:14][CH2:15][CH2:16][CH2:17][CH2:18][CH2:19][CH2:20][CH2:21][CH2:22][CH2:23][CH2:24][CH2:25][CH2:26][CH2:27][CH2:28]C.[H-].[Na+], predict the reaction product.